The task is: Regression/Classification. Given a drug SMILES string, predict its absorption, distribution, metabolism, or excretion properties. Task type varies by dataset: regression for continuous measurements (e.g., permeability, clearance, half-life) or binary classification for categorical outcomes (e.g., BBB penetration, CYP inhibition). For this dataset (solubility_aqsoldb), we predict Y.. This data is from Aqueous solubility values for 9,982 compounds from the AqSolDB database. (1) The drug is COc1ccc(C(=O)Nc2ccccc2)cc1N. The Y is -3.87 log mol/L. (2) The drug is O=C1NC(=O)C2C3C(C(O)(c4ccccc4)c4ccccn4)=CC(C3=C(c3ccccc3)c3ccccn3)C12. The Y is -3.93 log mol/L. (3) The Y is -1.96 log mol/L. The drug is Cc1csc(=S)n1CC(=O)O. (4) The Y is 1.12 log mol/L. The drug is NC(=O)NO.